Predict the reactants needed to synthesize the given product. From a dataset of Full USPTO retrosynthesis dataset with 1.9M reactions from patents (1976-2016). (1) Given the product [I:1][C:2]1[C:10]2[C:5](=[CH:6][CH:7]=[C:8]([C:11]3[S:12][C:13]([NH:36][CH2:35][C:34]4[CH:37]=[CH:38][C:31]([O:30][CH3:29])=[CH:32][CH:33]=4)=[N:14][N:15]=3)[CH:9]=2)[N:4]([S:19]([C:22]2[CH:23]=[CH:24][C:25]([CH3:26])=[CH:27][CH:28]=2)(=[O:21])=[O:20])[CH:3]=1, predict the reactants needed to synthesize it. The reactants are: [I:1][C:2]1[C:10]2[C:5](=[CH:6][CH:7]=[C:8]([C:11]3[S:12][C:13](S(C)=O)=[N:14][N:15]=3)[CH:9]=2)[N:4]([S:19]([C:22]2[CH:28]=[CH:27][C:25]([CH3:26])=[CH:24][CH:23]=2)(=[O:21])=[O:20])[CH:3]=1.[CH3:29][O:30][C:31]1[CH:38]=[CH:37][C:34]([CH2:35][NH2:36])=[CH:33][CH:32]=1. (2) Given the product [CH2:3]([O:10][CH2:11][C@@H:12]1[NH:13][CH2:14][CH2:15][N:16]([S:33]([C:29]2[S:28][CH:32]=[CH:31][CH:30]=2)(=[O:35])=[O:34])[CH2:17]1)[C:4]1[CH:9]=[CH:8][CH:7]=[CH:6][CH:5]=1, predict the reactants needed to synthesize it. The reactants are: Cl.Cl.[CH2:3]([O:10][CH2:11][C@H:12]1[CH2:17][NH:16][CH2:15][CH2:14][NH:13]1)[C:4]1[CH:9]=[CH:8][CH:7]=[CH:6][CH:5]=1.C(Cl)Cl.C(N(CC)CC)C.[S:28]1[CH:32]=[CH:31][CH:30]=[C:29]1[S:33](Cl)(=[O:35])=[O:34]. (3) The reactants are: Br[CH:2]=[C:3]1[C:9]2[CH:10]=[CH:11][CH:12]=[CH:13][C:8]=2[CH2:7][O:6][C:5]2[CH:14]=[CH:15][CH:16]=[CH:17][C:4]1=2.C([Li])(CC)C.C1C=CC(S(N(S(C2C=CC=CC=2)(=O)=O)[F:33])(=O)=O)=CC=1. Given the product [F:33][CH:2]=[C:3]1[C:9]2[CH:10]=[CH:11][CH:12]=[CH:13][C:8]=2[CH2:7][O:6][C:5]2[CH:14]=[CH:15][CH:16]=[CH:17][C:4]1=2, predict the reactants needed to synthesize it. (4) Given the product [CH3:6][O:7][C:8](=[O:44])[C@H:9]([CH2:17][C:18]1[CH:23]=[C:22]([Cl:24])[C:21]([O:25][CH2:26][CH2:27][C:28]2[CH:33]=[CH:32][CH:31]=[C:30]([O:34][C:35]3[CH:40]=[CH:39][C:38]([OH:41])=[CH:37][CH:36]=3)[CH:29]=2)=[C:20]([Cl:43])[CH:19]=1)[NH:10][C:11](=[O:16])[C:12]([F:15])([F:14])[F:13], predict the reactants needed to synthesize it. The reactants are: C[Si](Cl)(C)C.[CH3:6][O:7][C:8](=[O:44])[C@H:9]([CH2:17][C:18]1[CH:23]=[C:22]([Cl:24])[C:21]([O:25][CH2:26][CH2:27][C:28]2[CH:33]=[CH:32][CH:31]=[C:30]([O:34][C:35]3[CH:40]=[CH:39][C:38]([O:41]C)=[CH:37][CH:36]=3)[CH:29]=2)=[C:20]([Cl:43])[CH:19]=1)[NH:10][C:11](=[O:16])[C:12]([F:15])([F:14])[F:13].[I-].[Na+].S([O-])([O-])(=O)=S.[Na+].[Na+]. (5) Given the product [I:1][C:2]1[CH:7]=[CH:6][C:5]([C:8]2[N:33]([CH3:32])[C:35]3[C:40]([C:9]=2[CH2:10][CH2:11][CH2:12][N:13]2[CH2:18][CH2:17][CH:16]([C:19]4[CH:20]=[C:21]([NH:25][C:26](=[O:30])[CH:27]([CH3:29])[CH3:28])[CH:22]=[CH:23][CH:24]=4)[CH2:15][CH2:14]2)=[CH:39][CH:38]=[CH:37][CH:36]=3)=[CH:4][CH:3]=1, predict the reactants needed to synthesize it. The reactants are: [I:1][C:2]1[CH:7]=[CH:6][C:5]([C:8](=O)[CH2:9][CH2:10][CH2:11][CH2:12][N:13]2[CH2:18][CH2:17][CH:16]([C:19]3[CH:20]=[C:21]([NH:25][C:26](=[O:30])[CH:27]([CH3:29])[CH3:28])[CH:22]=[CH:23][CH:24]=3)[CH2:15][CH2:14]2)=[CH:4][CH:3]=1.[CH3:32][N:33]([C:35]1[CH:40]=[CH:39][CH:38]=[CH:37][CH:36]=1)N. (6) Given the product [CH3:50][N:33]([CH3:32])[C:34]1([C:44]2[CH:45]=[CH:46][CH:47]=[CH:48][CH:49]=2)[CH2:39][CH2:38][C:37](=[CH:40][C:41]([NH:23][CH:12]([CH3:11])[CH2:13][C:14]2[C:22]3[C:17](=[CH:18][CH:19]=[CH:20][CH:21]=3)[NH:16][CH:15]=2)=[O:42])[CH2:36][CH2:35]1, predict the reactants needed to synthesize it. The reactants are: ON1C2C=CC=CC=2N=N1.[CH3:11][CH:12]([NH2:23])[CH2:13][C:14]1[C:22]2[C:17](=[CH:18][CH:19]=[CH:20][CH:21]=2)[NH:16][CH:15]=1.CN1CCOCC1.Cl.[CH3:32][N:33]([CH3:50])[C:34]1([C:44]2[CH:49]=[CH:48][CH:47]=[CH:46][CH:45]=2)[CH2:39][CH2:38][C:37](=[CH:40][C:41](O)=[O:42])[CH2:36][CH2:35]1.C1(N=C=NC2CCCCC2)CCCCC1.[OH-].[Na+]. (7) Given the product [CH3:1][O:2][C:3]1[CH:17]=[CH:16][C:6]([O:7][C:8]2[CH:9]=[C:10]([CH2:11][NH:12][C:21](=[O:22])[C:20]3[CH:24]=[CH:25][CH:26]=[N:27][C:19]=3[NH2:18])[CH:13]=[CH:14][CH:15]=2)=[CH:5][CH:4]=1, predict the reactants needed to synthesize it. The reactants are: [CH3:1][O:2][C:3]1[CH:17]=[CH:16][C:6]([O:7][C:8]2[CH:9]=[C:10]([CH:13]=[CH:14][CH:15]=2)[CH2:11][NH2:12])=[CH:5][CH:4]=1.[NH2:18][C:19]1[N:27]=[CH:26][CH:25]=[CH:24][C:20]=1[C:21](O)=[O:22].ON1C2C=CC=CC=2N=N1.CCN=C=NCCCN(C)C.C(=O)(O)[O-].[Na+].